From a dataset of Reaction yield outcomes from USPTO patents with 853,638 reactions. Predict the reaction yield, written as a fraction of the theoretical maximum amount of product (1.0 means a 100% yield; for example, 0.34 means a 34% yield). The reactants are [CH3:1][NH:2][C:3]1[N:4]([CH3:14])[N:5]=[C:6]([C:8]2[CH:9]=[N:10][CH:11]=[CH:12][CH:13]=2)[CH:7]=1.[C:15](Cl)(Cl)=[O:16].C1(C)C=CC=CC=1.[CH3:26][S:27][CH2:28][CH2:29][NH2:30]. The catalyst is ClCCCl. The product is [CH3:1][N:2]([C:3]1[N:4]([CH3:14])[N:5]=[C:6]([C:8]2[CH:9]=[N:10][CH:11]=[CH:12][CH:13]=2)[CH:7]=1)[C:15]([NH:30][CH2:29][CH2:28][S:27][CH3:26])=[O:16]. The yield is 0.0600.